Dataset: Catalyst prediction with 721,799 reactions and 888 catalyst types from USPTO. Task: Predict which catalyst facilitates the given reaction. (1) Reactant: [Cl:1][C:2]1[C:3]2[N:4]([C:8]([CH:11]3[S:16](=[O:18])(=[O:17])[CH2:15][CH2:14][N:13]([C:19]([O:21][C:22]([CH3:25])([CH3:24])[CH3:23])=[O:20])[CH2:12]3)=[N:9][CH:10]=2)[CH:5]=[CH:6][N:7]=1.[Br:26]N1C(=O)CCC1=O. Product: [Br:26][C:10]1[N:9]=[C:8]([CH:11]2[S:16](=[O:18])(=[O:17])[CH2:15][CH2:14][N:13]([C:19]([O:21][C:22]([CH3:25])([CH3:24])[CH3:23])=[O:20])[CH2:12]2)[N:4]2[CH:5]=[CH:6][N:7]=[C:2]([Cl:1])[C:3]=12. The catalyst class is: 3. (2) Reactant: [OH:1][C:2]1[CH:11]=[C:10]2[C:5]([C:6](=[O:12])[CH:7]=[CH:8][O:9]2)=[CH:4][CH:3]=1.C(OP([C:21](Br)([F:23])[F:22])(=O)OCC)C.[OH-].[K+]. Product: [F:22][CH:21]([F:23])[O:1][C:2]1[CH:11]=[C:10]2[C:5]([C:6](=[O:12])[CH:7]=[CH:8][O:9]2)=[CH:4][CH:3]=1. The catalyst class is: 47. (3) Reactant: [H-].[H-].[H-].[H-].[Li+].[Al+3].II.N#N.[Cl:11][C:12]1[CH:13]=[C:14]([NH:20][S:21]([CH3:24])(=[O:23])=[O:22])[CH:15]=[CH:16][C:17]=1[C:18]#[N:19]. Product: [NH2:19][CH2:18][C:17]1[CH:16]=[CH:15][C:14]([NH:20][S:21]([CH3:24])(=[O:23])=[O:22])=[CH:13][C:12]=1[Cl:11]. The catalyst class is: 1.